The task is: Predict the reactants needed to synthesize the given product.. This data is from Full USPTO retrosynthesis dataset with 1.9M reactions from patents (1976-2016). (1) Given the product [Br-:25].[CH2:24]([CH:10]1[C:11]2[C:6](=[CH:5][CH:4]=[C:3]([O:2][CH3:1])[CH:12]=2)[CH2:7][CH2:8][C:9]1=[N+:13]1[CH2:17][CH2:16][CH2:15][CH2:14]1)[C:21]1[CH:22]=[CH:23][CH:18]=[CH:19][CH:20]=1, predict the reactants needed to synthesize it. The reactants are: [CH3:1][O:2][C:3]1[CH:12]=[C:11]2[C:6]([CH2:7][CH2:8][C:9]([N:13]3[CH2:17][CH2:16][CH2:15][CH2:14]3)=[CH:10]2)=[CH:5][CH:4]=1.[CH:18]1[CH:23]=[CH:22][C:21]([CH2:24][Br:25])=[CH:20][CH:19]=1. (2) Given the product [ClH:37].[CH3:17][C:10]1([CH3:18])[C:11]2[C:16](=[CH:15][CH:14]=[CH:13][CH:12]=2)[N:8]([CH:7]2[C:6]3[CH:20]=[CH:21][CH:22]=[CH:23][C:5]=3[O:4][CH:3]2[CH2:2][NH:36][CH3:35])[C:9]1=[O:19], predict the reactants needed to synthesize it. The reactants are: O[CH2:2][CH:3]1[CH:7]([N:8]2[C:16]3[C:11](=[CH:12][CH:13]=[CH:14][CH:15]=3)[C:10]([CH3:18])([CH3:17])[C:9]2=[O:19])[C:6]2[CH:20]=[CH:21][CH:22]=[CH:23][C:5]=2[O:4]1.S(C1C=CC(C)=CC=1)([O-])(=O)=O.[CH3:35][NH2:36].[ClH:37]. (3) The reactants are: [C:1]([CH:5]1[N:14]2[C:9](=[CH:10][C:11](=[O:20])[C:12]([C:15]([O:17][CH2:18][CH3:19])=[O:16])=[CH:13]2)[C:8]2[CH:21]=[C:22]([O:26][CH3:27])[C:23]([OH:25])=[CH:24][C:7]=2[CH2:6]1)([CH3:4])([CH3:3])[CH3:2].[C:28]([O-:31])([O-])=[O:29].[K+].[K+]. Given the product [C:1]([O:31][C:28]([NH:14][CH2:13][CH2:12][CH2:11][CH2:10][CH2:9][CH2:8][O:25][C:23]1[C:22]([O:26][CH3:27])=[CH:21][C:8]2[C:9]3[N:14]([CH:5]([C:1]([CH3:2])([CH3:3])[CH3:4])[CH2:6][C:7]=2[CH:24]=1)[CH:13]=[C:12]([C:15]([O:17][CH2:18][CH3:19])=[O:16])[C:11](=[O:20])[CH:10]=3)=[O:29])([CH3:3])([CH3:4])[CH3:2], predict the reactants needed to synthesize it. (4) Given the product [CH3:24][C:25]([CH3:28])([CH3:27])[CH2:26][N:17]1[CH2:18][CH2:19][C:12]2([C:11](=[O:21])[N:10]([C:7]3[CH:8]=[CH:9][C:4]([O:3][C:2]([F:1])([F:22])[F:23])=[CH:5][CH:6]=3)[CH2:14][CH2:13]2)[CH2:15][C:16]1=[O:20], predict the reactants needed to synthesize it. The reactants are: [F:1][C:2]([F:23])([F:22])[O:3][C:4]1[CH:9]=[CH:8][C:7]([N:10]2[CH2:14][CH2:13][C:12]3([CH2:19][CH2:18][NH:17][C:16](=[O:20])[CH2:15]3)[C:11]2=[O:21])=[CH:6][CH:5]=1.[CH2:24](I)[C:25]([CH3:28])([CH3:27])[CH3:26]. (5) Given the product [CH:1]1([C:4]2[CH:9]=[C:8]([CH:10]=[O:11])[CH:7]=[C:6]([O:15][CH2:16][CH3:17])[C:5]=2[C:18]2[CH:19]=[CH:20][C:21]([F:24])=[CH:22][CH:23]=2)[CH2:3][CH2:2]1, predict the reactants needed to synthesize it. The reactants are: [CH:1]1([C:4]2[CH:9]=[C:8]([C:10](OCC)=[O:11])[CH:7]=[C:6]([O:15][CH2:16][CH3:17])[C:5]=2[C:18]2[CH:23]=[CH:22][C:21]([F:24])=[CH:20][CH:19]=2)[CH2:3][CH2:2]1.[H-].[Al+3].[Li+].[H-].[H-].[H-].O.[OH-].[Na+]. (6) Given the product [Br:1][C:2]1[CH:3]=[C:4]2[C:9](=[CH:10][CH:11]=1)[C:8](=[O:12])[N:7]([CH2:13][CH:14]1[CH2:15][CH2:16]1)[C:6]([CH2:17][OH:18])=[C:5]2[O:20][CH2:21][CH2:22][CH2:23][CH3:24], predict the reactants needed to synthesize it. The reactants are: [Br:1][C:2]1[CH:3]=[C:4]2[C:9](=[CH:10][CH:11]=1)[C:8](=[O:12])[N:7]([CH2:13][CH:14]1[CH2:16][CH2:15]1)[C:6]([C:17](O)=[O:18])=[C:5]2[O:20][CH2:21][CH2:22][CH2:23][CH3:24].C(Cl)(=O)C(Cl)=O.[BH4-].[Na+].Cl. (7) Given the product [CH2:56]([O:55][C:53]([C:51]1[O:52][C:48]([CH2:47][NH:46][C:14](=[O:16])[C@@H:9]([NH:8][C:1]([O:3][C:4]([CH3:5])([CH3:6])[CH3:7])=[O:2])[C:10]([CH3:11])([CH3:12])[CH3:13])=[N:49][N:50]=1)=[O:54])[CH3:57], predict the reactants needed to synthesize it. The reactants are: [C:1]([NH:8][C@H:9]([C:14]([OH:16])=O)[C:10]([CH3:13])([CH3:12])[CH3:11])([O:3][C:4]([CH3:7])([CH3:6])[CH3:5])=[O:2].CN(C(ON1N=NC2C=CC=CC1=2)=[N+](C)C)C.[B-](F)(F)(F)F.C(N(CC)CC)C.[NH2:46][CH2:47][C:48]1[O:52][C:51]([C:53]([O:55][CH2:56][CH3:57])=[O:54])=[N:50][N:49]=1. (8) The reactants are: [CH:1]([C:3]1[CH:4]=[C:5]2[C:9](=[CH:10][CH:11]=1)[NH:8][N:7]=[CH:6]2)=O.[C:12]([CH2:14][C:15]([NH2:17])=[O:16])#[N:13].N1CCCCC1. Given the product [C:12]([C:14](=[CH:1][C:3]1[CH:4]=[C:5]2[C:9](=[CH:10][CH:11]=1)[NH:8][N:7]=[CH:6]2)[C:15]([NH2:17])=[O:16])#[N:13], predict the reactants needed to synthesize it.